From a dataset of Forward reaction prediction with 1.9M reactions from USPTO patents (1976-2016). Predict the product of the given reaction. (1) Given the reactants N1CCCC(NC(=O)OC(C)(C)C)C1.[O:15]=[C:16]1[C:24]2[C:23]([NH:25][C:26]3[CH:27]=[C:28]([CH3:32])[CH:29]=[CH:30][CH:31]=3)=[N:22][C:21]([N:33]3[CH2:38][CH2:37][CH2:36][CH:35]([NH:39]C(=O)OC(C)(C)C)[CH2:34]3)=[N:20][C:19]=2[CH2:18][NH:17]1.Cl.O1CCOCC1.[OH-].[Na+], predict the reaction product. The product is: [NH2:39][CH:35]1[CH2:36][CH2:37][CH2:38][N:33]([C:21]2[N:22]=[C:23]([NH:25][C:26]3[CH:27]=[C:28]([CH3:32])[CH:29]=[CH:30][CH:31]=3)[C:24]3[C:16](=[O:15])[NH:17][CH2:18][C:19]=3[N:20]=2)[CH2:34]1. (2) Given the reactants [CH3:1][CH:2]([CH3:14])[C:3](=[O:13])[CH2:4][C:5]1[CH:10]=[CH:9][N:8]=[C:7]([S:11][CH3:12])[N:6]=1.CO[CH:17](OC)[N:18]([CH3:20])[CH3:19], predict the reaction product. The product is: [CH3:17][N:18]([CH3:20])[CH:19]=[C:4]([C:5]1[CH:10]=[CH:9][N:8]=[C:7]([S:11][CH3:12])[N:6]=1)[C:3](=[O:13])[CH:2]([CH3:14])[CH3:1]. (3) The product is: [CH3:11][C:5]1([CH3:12])[C:4]2[C:8](=[CH:9][CH:10]=[C:2]([C:17]3[CH:16]=[N:15][N:14]([CH3:13])[CH:18]=3)[CH:3]=2)[NH:7][CH2:6]1. Given the reactants Br[C:2]1[CH:3]=[C:4]2[C:8](=[CH:9][CH:10]=1)[NH:7][CH2:6][C:5]2([CH3:12])[CH3:11].[CH3:13][N:14]1[CH:18]=[C:17](B2OC(C)(C)C(C)(C)O2)[CH:16]=[N:15]1.C([O-])([O-])=O.[K+].[K+].O, predict the reaction product. (4) Given the reactants [Br:1][C:2]1[CH:7]=[CH:6][C:5]([OH:8])=[CH:4][CH:3]=1.C(=O)([O-])[O-].[K+].[K+].Br[CH2:16][C:17]1[CH:24]=[CH:23][C:20]([CH:21]=[O:22])=[CH:19][CH:18]=1, predict the reaction product. The product is: [Br:1][C:2]1[CH:7]=[CH:6][C:5]([O:8][CH2:16][C:17]2[CH:24]=[CH:23][C:20]([CH:21]=[O:22])=[CH:19][CH:18]=2)=[CH:4][CH:3]=1. (5) Given the reactants [CH3:1][O:2][C:3](=[O:14])[CH2:4][C:5]1[CH:10]=[C:9](Br)[CH:8]=[CH:7][C:6]=1[O:12][CH3:13].[B:15]1([B:15]2[O:19][C:18]([CH3:21])([CH3:20])[C:17]([CH3:23])([CH3:22])[O:16]2)[O:19][C:18]([CH3:21])([CH3:20])[C:17]([CH3:23])([CH3:22])[O:16]1, predict the reaction product. The product is: [CH3:1][O:2][C:3](=[O:14])[CH2:4][C:5]1[CH:10]=[C:9]([B:15]2[O:19][C:18]([CH3:21])([CH3:20])[C:17]([CH3:23])([CH3:22])[O:16]2)[CH:8]=[CH:7][C:6]=1[O:12][CH3:13]. (6) Given the reactants C([O:8][C:9](=[O:22])[C:10]1[CH:15]=[CH:14][C:13]([O:16][CH2:17][S:18]([CH3:21])(=[O:20])=[O:19])=[CH:12][CH:11]=1)C1C=CC=CC=1, predict the reaction product. The product is: [CH3:21][S:18]([CH2:17][O:16][C:13]1[CH:14]=[CH:15][C:10]([C:9]([OH:22])=[O:8])=[CH:11][CH:12]=1)(=[O:19])=[O:20]. (7) The product is: [NH2:1][C:2]1[N:3]([CH3:24])[C:4](=[O:23])[C:5]2([C:15]3[C:10](=[CH:11][CH:12]=[C:13]([C:36]4[CH:37]=[C:32]([CH:33]=[CH:34][CH:35]=4)[C:30]([NH:29][CH2:28][CH2:27][C:25]#[N:26])=[O:31])[CH:14]=3)[O:9][CH:8]([C:17]3[CH:22]=[CH:21][CH:20]=[CH:19][CH:18]=3)[CH2:7]2)[N:6]=1. Given the reactants [NH2:1][C:2]1[N:3]([CH3:24])[C:4](=[O:23])[C:5]2([C:15]3[C:10](=[CH:11][CH:12]=[C:13](Br)[CH:14]=3)[O:9][CH:8]([C:17]3[CH:22]=[CH:21][CH:20]=[CH:19][CH:18]=3)[CH2:7]2)[N:6]=1.[C:25]([CH2:27][CH2:28][NH:29][C:30]([C:32]1[CH:33]=[C:34](B(O)O)[CH:35]=[CH:36][CH:37]=1)=[O:31])#[N:26], predict the reaction product.